From a dataset of Reaction yield outcomes from USPTO patents with 853,638 reactions. Predict the reaction yield, written as a fraction of the theoretical maximum amount of product (1.0 means a 100% yield; for example, 0.34 means a 34% yield). (1) The reactants are [O:1]1[C:6]2[CH:7]=[CH:8][C:9]([CH2:11][C:12]3[N:13]=[C:14]([N:22]4[CH2:27][CH2:26][O:25][CH2:24][CH2:23]4)[S:15][C:16]=3[C:17]([O:19]CC)=[O:18])=[CH:10][C:5]=2[O:4][CH2:3][CH2:2]1.O1CCCC1.CO.[OH-].[Li+].Cl. The catalyst is O. The product is [O:1]1[C:6]2[CH:7]=[CH:8][C:9]([CH2:11][C:12]3[N:13]=[C:14]([N:22]4[CH2:23][CH2:24][O:25][CH2:26][CH2:27]4)[S:15][C:16]=3[C:17]([OH:19])=[O:18])=[CH:10][C:5]=2[O:4][CH2:3][CH2:2]1. The yield is 0.840. (2) The reactants are [NH2:1][C@@H:2]([CH3:19])[C@@H:3]([NH:11][C:12](=[O:18])[O:13][C:14]([CH3:17])([CH3:16])[CH3:15])[CH2:4][CH:5]1[CH2:10][CH2:9][CH2:8][CH2:7][CH2:6]1.CCN(CC)CC.[C:27](Cl)([O:29][CH2:30][C:31]1[CH:36]=[CH:35][CH:34]=[CH:33][CH:32]=1)=[O:28]. The catalyst is CO. The product is [C:14]([O:13][C:12]([NH:11][C@@H:3]([CH2:4][CH:5]1[CH2:10][CH2:9][CH2:8][CH2:7][CH2:6]1)[C@@H:2]([NH:1][C:27](=[O:28])[O:29][CH2:30][C:31]1[CH:36]=[CH:35][CH:34]=[CH:33][CH:32]=1)[CH3:19])=[O:18])([CH3:15])([CH3:17])[CH3:16]. The yield is 0.510. (3) The reactants are O=C1C2C(=CC=CC=2)C(=O)[N:3]1[CH:12]1[CH2:20][C:19]2[C:14](=[CH:15][CH:16]=[C:17]([S:21][C:22](=[O:26])[N:23]([CH3:25])[CH3:24])[CH:18]=2)[CH2:13]1.NN. The catalyst is CCO. The product is [NH2:3][CH:12]1[CH2:20][C:19]2[C:14](=[CH:15][CH:16]=[C:17]([S:21][C:22](=[O:26])[N:23]([CH3:24])[CH3:25])[CH:18]=2)[CH2:13]1. The yield is 0.950. (4) The reactants are [CH2:1]([OH:5])[CH2:2][CH2:3][OH:4].[H-].[Na+].CS(O[CH2:13][CH2:14][CH2:15][CH2:16][CH2:17][CH2:18][CH2:19][CH2:20][CH2:21][CH2:22][CH2:23][CH2:24][CH2:25][CH2:26][CH2:27][CH3:28])(=O)=O. The catalyst is CN1C(=O)CCC1.O.CO. The product is [CH2:28]([O:4][CH2:3][CH2:2][CH2:1][OH:5])[CH2:27][CH2:26][CH2:25][CH2:24][CH2:23][CH2:22][CH2:21][CH2:20][CH2:19][CH2:18][CH2:17][CH2:16][CH2:15][CH2:14][CH3:13]. The yield is 0.770. (5) The reactants are [C:1]([C:4]1[CH:5]=[C:6]([CH:13]=[CH:14][CH:15]=1)[C:7]([N:10]=[C:11]=[O:12])([CH3:9])[CH3:8])([CH3:3])=[CH2:2].[Cl:16][C:17]1[CH:23]=[CH:22][C:20]([NH2:21])=[CH:19][CH:18]=1. The catalyst is ClCCl. The product is [Cl:16][C:17]1[CH:23]=[CH:22][C:20]([NH:21][C:11]([NH:10][C:7]([C:6]2[CH:13]=[CH:14][CH:15]=[C:4]([C:1]([CH3:3])=[CH2:2])[CH:5]=2)([CH3:9])[CH3:8])=[O:12])=[CH:19][CH:18]=1. The yield is 0.800.